Dataset: Catalyst prediction with 721,799 reactions and 888 catalyst types from USPTO. Task: Predict which catalyst facilitates the given reaction. (1) Reactant: [CH:1]1([CH2:5][O:6][C:7]2[CH:12]=[CH:11][C:10]([F:13])=[CH:9][C:8]=2[CH2:14][CH2:15][C:16]([OH:18])=O)[CH2:4][CH2:3][CH2:2]1.[CH:19]([NH:22][NH:23][C:24](=[O:31])[C:25]1[CH:30]=[CH:29][CH:28]=[CH:27][CH:26]=1)([CH3:21])[CH3:20].C(N(C(C)C)CC)(C)C.C1CN([P+](Br)(N2CCCC2)N2CCCC2)CC1.F[P-](F)(F)(F)(F)F. Product: [CH:1]1([CH2:5][O:6][C:7]2[CH:12]=[CH:11][C:10]([F:13])=[CH:9][C:8]=2[CH2:14][CH2:15][C:16]([N:22]([CH:19]([CH3:21])[CH3:20])[NH:23][C:24](=[O:31])[C:25]2[CH:30]=[CH:29][CH:28]=[CH:27][CH:26]=2)=[O:18])[CH2:2][CH2:3][CH2:4]1. The catalyst class is: 3. (2) Reactant: [H-].[H-].[H-].[H-].[Li+].[Al+3].[N:7]([C:10]1([C:20]2[CH:25]=[CH:24][CH:23]=[CH:22][CH:21]=2)[CH2:19][CH2:18][C:13]2([O:17][CH2:16][CH2:15][O:14]2)[CH2:12][CH2:11]1)=[C:8]=O.[OH-].[Na+].O. Product: [CH3:8][NH:7][C:10]1([C:20]2[CH:21]=[CH:22][CH:23]=[CH:24][CH:25]=2)[CH2:11][CH2:12][C:13]2([O:17][CH2:16][CH2:15][O:14]2)[CH2:18][CH2:19]1. The catalyst class is: 1. (3) Product: [CH3:1][O:2][C:3]1[CH:8]=[CH:7][C:6]2[NH:9][C:24]([CH:20]3[O:21][CH2:22][CH2:23][N:18]([CH2:17][C:11]4[CH:16]=[CH:15][CH:14]=[CH:13][CH:12]=4)[CH2:19]3)=[N:10][C:5]=2[CH:4]=1. Reactant: [CH3:1][O:2][C:3]1[CH:4]=[C:5]([NH2:10])[C:6]([NH2:9])=[CH:7][CH:8]=1.[C:11]1([CH2:17][N:18]2[CH2:23][CH2:22][O:21][CH:20]([C:24](O)=O)[CH2:19]2)[CH:16]=[CH:15][CH:14]=[CH:13][CH:12]=1.[OH-].[Na+]. The catalyst class is: 33. (4) Reactant: Cl[C:2]1[CH:7]=[CH:6][C:5]([N+:8]([O-:10])=[O:9])=[CH:4][C:3]=1[N+:11]([O-:13])=[O:12].[CH3:14][N:15]1[CH2:19][CH2:18][CH2:17][CH:16]1[CH2:20][CH2:21][NH2:22]. The catalyst class is: 14. Product: [N+:11]([C:3]1[CH:4]=[C:5]([N+:8]([O-:10])=[O:9])[CH:6]=[CH:7][C:2]=1[NH:22][CH2:21][CH2:20][CH:16]1[CH2:17][CH2:18][CH2:19][N:15]1[CH3:14])([O-:13])=[O:12]. (5) Reactant: [Br:1][C:2]1[CH:7]=[C:6]([O:8][CH3:9])[C:5]([C:10]([C:12]2[CH:17]=[CH:16][CH:15]=[CH:14][CH:13]=2)=O)=[C:4]([O:18][CH3:19])[CH:3]=1.FC(F)(F)C(O)=O.C([SiH](CC)CC)C. Product: [CH2:10]([C:5]1[C:4]([O:18][CH3:19])=[CH:3][C:2]([Br:1])=[CH:7][C:6]=1[O:8][CH3:9])[C:12]1[CH:13]=[CH:14][CH:15]=[CH:16][CH:17]=1. The catalyst class is: 2. (6) Reactant: [C:1]([O:9][CH3:10])(=[O:8])[C:2]1[CH:7]=[CH:6][CH:5]=[N:4][CH:3]=1.O.[C:12](O)(=O)C. Product: [C:1]([C:2]1[CH:3]=[N:4][CH:5]=[CH:6][CH:7]=1)(=[O:9])[CH3:12].[C:1]([O:9][CH3:10])(=[O:8])[C:2]1[CH:7]=[CH:6][CH:5]=[N:4][CH:3]=1. The catalyst class is: 17. (7) Reactant: [C:1]([O:5][C:6]([N:8]1[CH2:12][C@@H:11]([N:13]2[CH2:18][CH2:17][N:16]([C:19]3[C:24]([Cl:25])=[CH:23][C:22]([C:26]([OH:28])=O)=[CH:21][N:20]=3)[CH2:15][CH2:14]2)[CH2:10][C@H:9]1[C:29]([N:31]1[CH2:35][CH2:34][S:33][CH2:32]1)=[O:30])=[O:7])([CH3:4])([CH3:3])[CH3:2].Cl.Cl.Cl.C(C1C=C(Cl)C(N2CCN(N3CCC[C@H]3C([C@H]3CSCN3)=O)CC2)=[N:46]C=1)(O)=O.[Cl-].[NH4+].CN1CCOCC1.C1C=CC2N(O)N=NC=2C=1.CCN=C=NCCCN(C)C.Cl. Product: [C:1]([O:5][C:6]([N:8]1[CH2:12][C@@H:11]([N:13]2[CH2:18][CH2:17][N:16]([C:19]3[C:24]([Cl:25])=[CH:23][C:22]([C:26](=[O:28])[NH2:46])=[CH:21][N:20]=3)[CH2:15][CH2:14]2)[CH2:10][C@H:9]1[C:29]([N:31]1[CH2:35][CH2:34][S:33][CH2:32]1)=[O:30])=[O:7])([CH3:4])([CH3:3])[CH3:2]. The catalyst class is: 3. (8) Reactant: [CH3:1][O:2][C:3](=[O:29])[CH:4]([N:9]1[C:15](=[O:16])[CH2:14][CH2:13][N:12]([C:17](=[O:28])/[CH:18]=[CH:19]/[C:20]2[CH:25]=[CH:24][C:23]([Cl:26])=[C:22]([Cl:27])[CH:21]=2)[CH2:11][CH2:10]1)[CH2:5][C:6](O)=[O:7].[NH:30]1[CH2:35][CH2:34][CH2:33][CH2:32][CH2:31]1.CCN=C=NCCCN(C)C.C1C=CC2N(O)N=NC=2C=1.OS([O-])(=O)=O.[K+]. Product: [CH3:1][O:2][C:3](=[O:29])[CH:4]([N:9]1[C:15](=[O:16])[CH2:14][CH2:13][N:12]([C:17](=[O:28])/[CH:18]=[CH:19]/[C:20]2[CH:25]=[CH:24][C:23]([Cl:26])=[C:22]([Cl:27])[CH:21]=2)[CH2:11][CH2:10]1)[CH2:5][C:6](=[O:7])[N:30]1[CH2:35][CH2:34][CH2:33][CH2:32][CH2:31]1. The catalyst class is: 4.